Dataset: Reaction yield outcomes from USPTO patents with 853,638 reactions. Task: Predict the reaction yield, written as a fraction of the theoretical maximum amount of product (1.0 means a 100% yield; for example, 0.34 means a 34% yield). (1) The reactants are FC(F)(F)C(O)=O.[Cl:8][C:9]1[CH:14]=[CH:13][C:12]([C:15]2([C:35]#[N:36])[CH:19]([CH2:20][C:21]([CH3:24])([CH3:23])[CH3:22])[NH:18][CH:17]([C:25]([OH:27])=O)[CH:16]2[C:28]2[CH:33]=[CH:32][CH:31]=[C:30]([F:34])[CH:29]=2)=[C:11]([F:37])[CH:10]=1.CC1(C)[O:43][C@@H:42]([CH2:44][CH2:45][NH2:46])[CH2:41][O:40]1.CN(C(ON1N=NC2C=CC=NC1=2)=[N+](C)C)C.F[P-](F)(F)(F)(F)F.CCN(C(C)C)C(C)C.Cl. The catalyst is C(Cl)Cl.O1CCCC1. The product is [OH:43][C@H:42]([CH2:41][OH:40])[CH2:44][CH2:45][NH:46][C:25]([CH:17]1[CH:16]([C:28]2[CH:33]=[CH:32][CH:31]=[C:30]([F:34])[CH:29]=2)[C:15]([C:12]2[CH:13]=[CH:14][C:9]([Cl:8])=[CH:10][C:11]=2[F:37])([C:35]#[N:36])[CH:19]([CH2:20][C:21]([CH3:24])([CH3:23])[CH3:22])[NH:18]1)=[O:27]. The yield is 0.480. (2) The reactants are F[P-](F)(F)(F)(F)F.N1(O[P+](N(C)C)(N(C)C)N(C)C)C2C=CC=CC=2N=N1.[Cl-].[F:29][C:30]([F:35])([F:34])[C:31]([OH:33])=[O:32].[NH2:36][C:37]1[CH:38]=[C:39]2[C:43](=[CH:44][CH:45]=1)[NH:42][C:41]([C:46]([NH:48][CH2:49][C:50]1[CH:55]=[CH:54][C:53]([Cl:56])=[C:52]([O:57][C:58]3[CH:63]=[C:62]([C:64]#[N:65])[CH:61]=[C:60]([Cl:66])[CH:59]=3)[C:51]=1[F:67])=[O:47])=[CH:40]2.[CH3:68][N:69]([CH3:75])[CH2:70][CH2:71][C:72](O)=[O:73].C(N(C(C)C)CC)(C)C. The catalyst is CN(C=O)C.C(OCC)(=O)C.O. The product is [F:29][C:30]([F:35])([F:34])[C:31]([OH:33])=[O:32].[Cl:56][C:53]1[CH:54]=[CH:55][C:50]([CH2:49][NH:48][C:46]([C:41]2[NH:42][C:43]3[C:39]([CH:40]=2)=[CH:38][C:37]([NH:36][C:72](=[O:73])[CH2:71][CH2:70][N:69]([CH3:75])[CH3:68])=[CH:45][CH:44]=3)=[O:47])=[C:51]([F:67])[C:52]=1[O:57][C:58]1[CH:63]=[C:62]([C:64]#[N:65])[CH:61]=[C:60]([Cl:66])[CH:59]=1. The yield is 0.340. (3) The reactants are Cl.[Cl:2][C:3]1[C:4]([CH2:9][NH2:10])=[N:5][CH:6]=[CH:7][N:8]=1.C(N(CC)C(C)C)(C)C.[C:20](=[O:24])(Cl)[S:21][CH3:22]. The catalyst is C(Cl)Cl. The product is [CH3:22][S:21][C:20](=[O:24])[NH:10][CH2:9][C:4]1[C:3]([Cl:2])=[N:8][CH:7]=[CH:6][N:5]=1. The yield is 0.710. (4) The reactants are [C:1]([O:4][C:5]1[CH:13]=[CH:12][CH:11]=[C:10]2[C:6]=1[CH2:7][C:8](=[O:14])[NH:9]2)(=[O:3])[CH3:2].C(=O)([O-])[O-].[Na+].[Na+].[C:21](OC(=O)C)(=[O:23])[CH3:22]. The catalyst is O1CCCC1. The product is [C:21]([N:9]1[C:10]2[C:6](=[C:5]([O:4][C:1](=[O:3])[CH3:2])[CH:13]=[CH:12][CH:11]=2)[CH2:7][C:8]1=[O:14])(=[O:23])[CH3:22]. The yield is 0.270. (5) The reactants are [Cl:1][C:2]1[CH:7]=[CH:6][CH:5]=[CH:4][C:3]=1[CH2:8][CH2:9][N:10]1[C:14]([C:15]2[CH:20]=[CH:19][C:18]([F:21])=[CH:17][CH:16]=2)=[C:13]([C:22]2[CH:27]=[C:26]([C:28]#N)[CH:25]=[CH:24][N:23]=2)[N:12]=[CH:11]1.[OH-:30].[Na+].C[OH:33]. No catalyst specified. The product is [Cl:1][C:2]1[CH:7]=[CH:6][CH:5]=[CH:4][C:3]=1[CH2:8][CH2:9][N:10]1[C:14]([C:15]2[CH:20]=[CH:19][C:18]([F:21])=[CH:17][CH:16]=2)=[C:13]([C:22]2[CH:27]=[C:26]([C:28]([OH:33])=[O:30])[CH:25]=[CH:24][N:23]=2)[N:12]=[CH:11]1. The yield is 0.430. (6) The reactants are [C:1]([O:5][C@@H:6]([C:11]1[C:40]([CH3:41])=[C:39]([CH3:42])[C:38]2=[N:43][C:35]3=[CH:36][N:37]2[C:12]=1[N:13]1[CH2:48][CH2:47][C:16]([CH3:49])([O:17][CH2:18][CH2:19][CH2:20][CH2:21][C@H:22]([CH3:46])[O:23][C:24]2[C:25]([F:45])=[CH:26][CH:27]=[CH:28][C:29]=2[C:30]2[CH:44]=[C:34]3[CH:33]=[CH:32][CH:31]=2)[CH2:15][CH2:14]1)[C:7]([O:9]C)=[O:8])([CH3:4])([CH3:3])[CH3:2].C(O[C@@H](C1C(C)=CC2=NC3=C(Cl)N2C=1N1CCC(C)(OCCCC[C@H](C)OC2C=CC(C)=CC=2C2C=C3C=CC=2)CC1)C(O)=O)(C)(C)C. No catalyst specified. The product is [C:1]([O:5][C@@H:6]([C:11]1[C:40]([CH3:41])=[C:39]([CH3:42])[C:38]2=[N:43][C:35]3=[CH:36][N:37]2[C:12]=1[N:13]1[CH2:14][CH2:15][C:16]([CH3:49])([O:17][CH2:18][CH2:19][CH2:20][CH2:21][C@H:22]([CH3:46])[O:23][C:24]2[C:25]([F:45])=[CH:26][CH:27]=[CH:28][C:29]=2[C:30]2[CH:44]=[C:34]3[CH:33]=[CH:32][CH:31]=2)[CH2:47][CH2:48]1)[C:7]([OH:9])=[O:8])([CH3:4])([CH3:2])[CH3:3]. The yield is 0.0714. (7) The reactants are [NH2:1][C:2]1[CH:9]=[CH:8][CH:7]=[C:6]([O:10][CH2:11][CH2:12][CH2:13][CH2:14][O:15][Si](C(C)(C)C)(C)C)[C:3]=1[C:4]#[N:5].[S:23](Cl)(=[O:26])(=[O:25])[NH2:24]. The catalyst is O. The product is [S:23](=[O:26])(=[O:25])([O:15][CH2:14][CH2:13][CH2:12][CH2:11][O:10][C:6]1[CH:7]=[CH:8][CH:9]=[C:2]([NH:1][S:23](=[O:26])(=[O:25])[NH2:24])[C:3]=1[C:4]#[N:5])[NH2:24]. The yield is 0.630.